This data is from Peptide-MHC class I binding affinity with 185,985 pairs from IEDB/IMGT. The task is: Regression. Given a peptide amino acid sequence and an MHC pseudo amino acid sequence, predict their binding affinity value. This is MHC class I binding data. The peptide sequence is QRSKFLLM. The MHC is H-2-Kb with pseudo-sequence H-2-Kb. The binding affinity (normalized) is 0.0735.